Predict the product of the given reaction. From a dataset of Forward reaction prediction with 1.9M reactions from USPTO patents (1976-2016). (1) Given the reactants [CH:1]1([C:4]2[C:5]([CH2:18][N:19]3[CH2:24][CH2:23][C:22]([C:27]4[CH:32]=[CH:31][C:30]([F:33])=[CH:29][CH:28]=4)([CH2:25][OH:26])[CH2:21][CH2:20]3)=[CH:6][C:7]([F:17])=[C:8]([CH:16]=2)[C:9]([O:11][C:12]([CH3:15])([CH3:14])[CH3:13])=[O:10])[CH2:3][CH2:2]1.CI.[CH3:36][Si]([N-][Si](C)(C)C)(C)C.[Li+], predict the reaction product. The product is: [CH:1]1([C:4]2[C:5]([CH2:18][N:19]3[CH2:24][CH2:23][C:22]([C:27]4[CH:32]=[CH:31][C:30]([F:33])=[CH:29][CH:28]=4)([CH2:25][O:26][CH3:36])[CH2:21][CH2:20]3)=[CH:6][C:7]([F:17])=[C:8]([CH:16]=2)[C:9]([O:11][C:12]([CH3:13])([CH3:14])[CH3:15])=[O:10])[CH2:3][CH2:2]1. (2) Given the reactants [N+:1]([C:4]1[CH:5]=[CH:6][C:7]([S:10][C:11]2[CH:16]=[CH:15][C:14]([CH2:17][CH2:18][C:19]([OH:21])=[O:20])=[CH:13][CH:12]=2)=[N:8][CH:9]=1)([O-:3])=[O:2].[C:22](=O)([O-])[O-].[K+].[K+].CI.O, predict the reaction product. The product is: [N+:1]([C:4]1[CH:5]=[CH:6][C:7]([S:10][C:11]2[CH:16]=[CH:15][C:14]([CH2:17][CH2:18][C:19]([O:21][CH3:22])=[O:20])=[CH:13][CH:12]=2)=[N:8][CH:9]=1)([O-:3])=[O:2]. (3) The product is: [O:28]=[S:2]1(=[O:1])[C:15]2[C:10](=[CH:11][CH:12]=[CH:13][CH:14]=2)[NH:9][C:8]2[CH:7]=[C:6](/[C:16](=[CH:20]\[CH:21]3[CH2:22][CH2:23][C:24](=[O:27])[CH2:25][CH2:26]3)/[C:17]([NH:35][C:32]3[CH:33]=[CH:34][N:30]([CH3:29])[N:31]=3)=[O:18])[CH:5]=[CH:4][C:3]1=2. Given the reactants [O:1]=[S:2]1(=[O:28])[C:15]2[C:10](=[CH:11][CH:12]=[CH:13][CH:14]=2)[NH:9][C:8]2[CH:7]=[C:6](/[C:16](=[CH:20]\[CH:21]3[CH2:26][CH2:25][C:24](=[O:27])[CH2:23][CH2:22]3)/[C:17](O)=[O:18])[CH:5]=[CH:4][C:3]1=2.[CH3:29][N:30]1[CH:34]=[CH:33][C:32]([NH2:35])=[N:31]1.C(N(CC)C(C)C)(C)C.CN(C(ON1N=NC2C=CC=NC1=2)=[N+](C)C)C.F[P-](F)(F)(F)(F)F.C1C=NC2N(O)N=NC=2C=1, predict the reaction product. (4) The product is: [C:1]([NH:4][CH2:5][C:6]([NH:52][C:50]1[N:51]=[C:47]2[CH:46]=[CH:45][CH:44]=[C:43]([C:39]3[CH:40]=[CH:41][CH:42]=[C:37]([S:34]([CH3:33])(=[O:36])=[O:35])[CH:38]=3)[N:48]2[N:49]=1)=[O:8])(=[O:3])[CH3:2]. Given the reactants [C:1]([NH:4][CH2:5][C:6]([OH:8])=O)(=[O:3])[CH3:2].C1(P(C2C=CC=CC=2)C2C=CC=CC=2)C=CC=CC=1.C(Br)(Br)(Br)Br.[CH3:33][S:34]([C:37]1[CH:38]=[C:39]([C:43]2[N:48]3[N:49]=[C:50]([NH2:52])[N:51]=[C:47]3[CH:46]=[CH:45][CH:44]=2)[CH:40]=[CH:41][CH:42]=1)(=[O:36])=[O:35].C(=O)(O)[O-].[Na+], predict the reaction product. (5) Given the reactants [Cl:1][C:2]1[C:3]([CH3:60])=[C:4]([C:18]2[C:26]3[C:25]([O:27][C@H:28]([CH2:34][C:35]4[CH:40]=[CH:39][CH:38]=[CH:37][C:36]=4[O:41][CH2:42][C:43]4[N:44]([CH2:48][C:49]([F:52])([F:51])[F:50])[N:45]=[CH:46][CH:47]=4)[C:29]([O:31][CH2:32][CH3:33])=[O:30])=[N:24][CH:23]=[N:22][C:21]=3[S:20][C:19]=2[C:53]2[CH:54]=[N:55][C:56](F)=[CH:57][CH:58]=2)[CH:5]=[CH:6][C:7]=1[O:8][CH2:9][CH2:10][N:11]1[CH2:16][CH2:15][N:14]([CH3:17])[CH2:13][CH2:12]1.[F:61][C:62]([F:66])([F:65])[CH2:63][OH:64].C(=O)([O-])[O-].[Cs+].[Cs+], predict the reaction product. The product is: [Cl:1][C:2]1[C:3]([CH3:60])=[C:4]([C:18]2[C:26]3[C:25]([O:27][C@H:28]([CH2:34][C:35]4[CH:40]=[CH:39][CH:38]=[CH:37][C:36]=4[O:41][CH2:42][C:43]4[N:44]([CH2:48][C:49]([F:50])([F:51])[F:52])[N:45]=[CH:46][CH:47]=4)[C:29]([O:31][CH2:32][CH3:33])=[O:30])=[N:24][CH:23]=[N:22][C:21]=3[S:20][C:19]=2[C:53]2[CH:54]=[N:55][C:56]([O:64][CH2:63][C:62]([F:66])([F:65])[F:61])=[CH:57][CH:58]=2)[CH:5]=[CH:6][C:7]=1[O:8][CH2:9][CH2:10][N:11]1[CH2:16][CH2:15][N:14]([CH3:17])[CH2:13][CH2:12]1. (6) Given the reactants [CH:1]([NH:4][C:5]1[N:10]=[C:9]([C:11]2[C:12]([CH3:20])=[C:13]([C:17]([OH:19])=O)[NH:14][C:15]=2[CH3:16])[CH:8]=[CH:7][N:6]=1)([CH3:3])[CH3:2].O.OC1C2N=NNC=2C=CC=1.C(N(C(C)C)CC)(C)C.CCN=C=NCCCN(C)C.Cl.[NH2:53][C@@H:54]([C:57]1[CH:62]=[CH:61][CH:60]=[C:59]([Cl:63])[CH:58]=1)[CH2:55][OH:56], predict the reaction product. The product is: [Cl:63][C:59]1[CH:58]=[C:57]([C@H:54]([NH:53][C:17]([C:13]2[NH:14][C:15]([CH3:16])=[C:11]([C:9]3[CH:8]=[CH:7][N:6]=[C:5]([NH:4][CH:1]([CH3:2])[CH3:3])[N:10]=3)[C:12]=2[CH3:20])=[O:19])[CH2:55][OH:56])[CH:62]=[CH:61][CH:60]=1.